This data is from Forward reaction prediction with 1.9M reactions from USPTO patents (1976-2016). The task is: Predict the product of the given reaction. Given the reactants [Cl:1][C:2]1[C:7]([Cl:8])=[CH:6][CH:5]=[CH:4][C:3]=1[C:9]([CH3:15])([CH3:14])[C:10]([O:12]C)=[O:11].[OH-].[K+], predict the reaction product. The product is: [Cl:1][C:2]1[C:7]([Cl:8])=[CH:6][CH:5]=[CH:4][C:3]=1[C:9]([CH3:15])([CH3:14])[C:10]([OH:12])=[O:11].